From a dataset of Forward reaction prediction with 1.9M reactions from USPTO patents (1976-2016). Predict the product of the given reaction. (1) Given the reactants Cl[C:2]1[CH:11]=[CH:10][N:9]=[C:8]2[C:3]=1[C:4]1[CH:16]=[CH:15][CH:14]=[CH:13][C:5]=1[C:6](=[O:12])[NH:7]2.[Cl:17][C:18]1[CH:24]=[CH:23][C:21]([NH2:22])=[CH:20][CH:19]=1, predict the reaction product. The product is: [Cl:17][C:18]1[CH:24]=[CH:23][C:21]([NH:22][C:2]2[CH:11]=[CH:10][N:9]=[C:8]3[C:3]=2[C:4]2[CH:16]=[CH:15][CH:14]=[CH:13][C:5]=2[C:6](=[O:12])[NH:7]3)=[CH:20][CH:19]=1. (2) Given the reactants [CH3:1][C@:2]12[C@@:19]3([CH3:20])[C@@H:10]([C@:11]4([CH3:32])[C@@H:16]([CH2:17][CH2:18]3)[C:15]([CH3:22])([CH3:21])[C:14]([C:23]3[CH:31]=[CH:30][C:26]([C:27]([OH:29])=[O:28])=[CH:25][CH:24]=3)=[CH:13][CH2:12]4)[CH2:9][CH2:8][C@@H:7]1[C@H:6]1[C@H:33]([C:36]([CH3:38])=[CH2:37])[CH2:34][CH2:35][C@:5]1([NH:39][CH2:40][CH2:41][NH:42]C1N=NC=CC=1)[CH2:4][CH2:3]2.Br[C:50]1[CH:55]=[CH:54][C:53]([S:56]([CH3:59])(=[O:58])=[O:57])=[CH:52][N:51]=1.C(O)(C(F)(F)F)=O, predict the reaction product. The product is: [CH3:1][C@:2]12[C@@:19]3([CH3:20])[C@@H:10]([C@:11]4([CH3:32])[C@@H:16]([CH2:17][CH2:18]3)[C:15]([CH3:21])([CH3:22])[C:14]([C:23]3[CH:31]=[CH:30][C:26]([C:27]([OH:29])=[O:28])=[CH:25][CH:24]=3)=[CH:13][CH2:12]4)[CH2:9][CH2:8][C@@H:7]1[C@H:6]1[C@H:33]([C:36]([CH3:38])=[CH2:37])[CH2:34][CH2:35][C@:5]1([NH:39][CH2:40][CH2:41][NH:42][C:50]1[CH:55]=[CH:54][C:53]([S:56]([CH3:59])(=[O:58])=[O:57])=[CH:52][N:51]=1)[CH2:4][CH2:3]2. (3) The product is: [CH:1]1([N:5]2[CH2:11][CH2:10][C:9]3[S:12][C:13]([C:15]4[CH:16]=[CH:17][C:18]([C:19]([OH:21])=[O:20])=[CH:23][CH:24]=4)=[N:14][C:8]=3[CH2:7][CH2:6]2)[CH2:4][CH2:3][CH2:2]1. Given the reactants [CH:1]1([N:5]2[CH2:11][CH2:10][C:9]3[S:12][C:13]([C:15]4[CH:24]=[CH:23][C:18]([C:19]([O:21]C)=[O:20])=[CH:17][CH:16]=4)=[N:14][C:8]=3[CH2:7][CH2:6]2)[CH2:4][CH2:3][CH2:2]1.[OH-].[Na+], predict the reaction product. (4) Given the reactants N#N.Br[C:4]1[CH:5]=[C:6]2[C:11](=[CH:12][CH:13]=1)[O:10][C:9](=[O:14])[CH:8]=[C:7]2[NH:15][CH:16]1[CH2:21][CH2:20][N:19]([CH2:22][CH:23]=[CH:24][C:25]2[CH:30]=[CH:29][CH:28]=[CH:27][CH:26]=2)[CH2:18][CH2:17]1.[Br-].[CH2:32]([CH:34]([CH2:37][CH3:38])[CH2:35][Zn+])[CH3:33], predict the reaction product. The product is: [CH2:32]([CH:34]([CH2:37][CH3:38])[CH2:35][C:4]1[CH:5]=[C:6]2[C:11](=[CH:12][CH:13]=1)[O:10][C:9](=[O:14])[CH:8]=[C:7]2[NH:15][CH:16]1[CH2:17][CH2:18][N:19]([CH2:22][CH:23]=[CH:24][C:25]2[CH:30]=[CH:29][CH:28]=[CH:27][CH:26]=2)[CH2:20][CH2:21]1)[CH3:33].